This data is from Reaction yield outcomes from USPTO patents with 853,638 reactions. The task is: Predict the reaction yield, written as a fraction of the theoretical maximum amount of product (1.0 means a 100% yield; for example, 0.34 means a 34% yield). (1) The reactants are [CH3:1][N:2]1[C:6]([C:7]([NH2:9])=[O:8])=[C:5]([N+:10]([O-])=O)[C:4]([CH2:13][CH2:14][CH3:15])=[N:3]1.[H][H]. The catalyst is C(OCC)(=O)C.[Pd]. The product is [NH2:10][C:5]1[C:4]([CH2:13][CH2:14][CH3:15])=[N:3][N:2]([CH3:1])[C:6]=1[C:7]([NH2:9])=[O:8]. The yield is 0.980. (2) The reactants are CC(C)([O-])C.[K+].[CH3:7][C:8]1([CH3:16])[O:13][CH2:12][CH:11]([CH2:14][OH:15])[CH2:10][O:9]1.[Cl:17][C:18]1[C:19](F)=[CH:20][C:21]([F:31])=[C:22]([CH:30]=1)[C:23]([O:25][C:26]([CH3:29])([CH3:28])[CH3:27])=[O:24]. The catalyst is CS(C)=O.O. The product is [Cl:17][C:18]1[C:19]([O:15][CH2:14][CH:11]2[CH2:12][O:13][C:8]([CH3:16])([CH3:7])[O:9][CH2:10]2)=[CH:20][C:21]([F:31])=[C:22]([CH:30]=1)[C:23]([O:25][C:26]([CH3:27])([CH3:28])[CH3:29])=[O:24]. The yield is 0.690. (3) The reactants are C[O:2][C:3](=[O:21])[CH:4]([NH:12][C:13]([C:15]1[CH:16]=[N:17][CH:18]=[CH:19][CH:20]=1)=[O:14])[CH2:5][C:6]1[CH:11]=[CH:10][CH:9]=[CH:8][CH:7]=1.[Li+].[OH-]. The catalyst is CO.C1COCC1.O. The product is [C:6]1([CH2:5][CH:4]([NH:12][C:13]([C:15]2[CH:16]=[N:17][CH:18]=[CH:19][CH:20]=2)=[O:14])[C:3]([OH:21])=[O:2])[CH:11]=[CH:10][CH:9]=[CH:8][CH:7]=1. The yield is 0.960.